From a dataset of Catalyst prediction with 721,799 reactions and 888 catalyst types from USPTO. Predict which catalyst facilitates the given reaction. (1) The catalyst class is: 8. Reactant: [O:1]=[C:2]1[C:6]2([CH2:11][CH2:10][N:9]([CH2:12][CH2:13][CH2:14][C:15](=[O:22])[C:16]3[CH:21]=[CH:20][CH:19]=[CH:18][CH:17]=3)[CH2:8][CH2:7]2)[N:5]([C:23]2[CH:28]=[CH:27][CH:26]=[CH:25][CH:24]=2)[CH2:4][N:3]1[CH2:29][C:30]1[CH:31]=[C:32]([CH:40]=[CH:41][CH:42]=1)[C:33]([O:35][C:36]([CH3:39])([CH3:38])[CH3:37])=[O:34].[BH4-].[Na+]. Product: [OH:22][CH:15]([C:16]1[CH:17]=[CH:18][CH:19]=[CH:20][CH:21]=1)[CH2:14][CH2:13][CH2:12][N:9]1[CH2:10][CH2:11][C:6]2([N:5]([C:23]3[CH:24]=[CH:25][CH:26]=[CH:27][CH:28]=3)[CH2:4][N:3]([CH2:29][C:30]3[CH:31]=[C:32]([CH:40]=[CH:41][CH:42]=3)[C:33]([O:35][C:36]([CH3:39])([CH3:38])[CH3:37])=[O:34])[C:2]2=[O:1])[CH2:7][CH2:8]1. (2) Reactant: C(N(CC)C(C)C)(C)C.[CH3:10][C:11]1[CH:20]=[CH:19][C:18]2[C:13](=[CH:14][CH:15]=[CH:16][C:17]=2[N:21]2[CH2:26][CH2:25][NH:24][CH2:23][CH2:22]2)[N:12]=1.CS(O[CH2:32][CH2:33][C:34]1[CH:39]=[CH:38][CH:37]=[C:36]([N+:40]([O-:42])=[O:41])[CH:35]=1)(=O)=O. Product: [CH3:10][C:11]1[CH:20]=[CH:19][C:18]2[C:13](=[CH:14][CH:15]=[CH:16][C:17]=2[N:21]2[CH2:26][CH2:25][N:24]([CH2:32][CH2:33][C:34]3[CH:39]=[CH:38][CH:37]=[C:36]([N+:40]([O-:42])=[O:41])[CH:35]=3)[CH2:23][CH2:22]2)[N:12]=1. The catalyst class is: 9. (3) Reactant: C([O:3][C:4](=[O:28])[C:5]([CH3:27])([CH3:26])[C:6]([NH:8][C@@H:9]1[C:15](=[O:16])[N:14]([CH2:17][CH:18]=[CH2:19])[C:13]2[CH:20]=[C:21]([F:24])[CH:22]=[CH:23][C:12]=2[O:11][C@@H:10]1[CH3:25])=[O:7])C.O.[OH-].[Li+]. Product: [CH2:17]([N:14]1[C:13]2[CH:20]=[C:21]([F:24])[CH:22]=[CH:23][C:12]=2[O:11][C@H:10]([CH3:25])[C@H:9]([NH:8][C:6](=[O:7])[C:5]([CH3:27])([CH3:26])[C:4]([OH:28])=[O:3])[C:15]1=[O:16])[CH:18]=[CH2:19]. The catalyst class is: 30. (4) Reactant: [CH3:1]N(C(ON1N=NC2C=CC=NC1=2)=[N+](C)C)C.F[P-](F)(F)(F)(F)F.[C:25]([O:29][C:30]([NH:32][C:33]1[S:37][C:36]([C:38]2[C:43]([F:44])=[CH:42][CH:41]=[CH:40][C:39]=2[F:45])=[N:35][C:34]=1[C:46](O)=[O:47])=[O:31])([CH3:28])([CH3:27])[CH3:26].C[N:50]1[CH:54]=[C:53]([NH2:55])[C:52]([N:56]2[CH2:62][CH2:61][CH:60]=[CH:59][CH2:58][CH2:57]2)=[N:51]1.CCN(C(C)C)C(C)C. The catalyst class is: 85. Product: [F:45][C:39]1[CH:40]=[CH:41][CH:42]=[C:43]([F:44])[C:38]=1[C:36]1[S:37][C:33]([NH:32][C:30](=[O:31])[O:29][C:25]([CH3:28])([CH3:27])[CH3:26])=[C:34]([C:46](=[O:47])[NH:55][C:53]2[CH:54]=[N:50][N:51]([CH3:1])[C:52]=2[N:56]2[CH2:62][CH2:61][CH:60]=[CH:59][CH2:58][CH2:57]2)[N:35]=1. (5) Reactant: [C:1]([O:5][C:6](=[O:14])[NH:7][CH:8]1[CH2:12][O:11][NH:10][C:9]1=[O:13])([CH3:4])([CH3:3])[CH3:2].C(=O)([O-])[O-].[K+].[K+].[I-].[K+].Br[CH2:24][CH2:25][OH:26]. Product: [C:1]([O:5][C:6](=[O:14])[NH:7][C@@H:8]1[CH2:12][O:11][N:10]([CH2:24][CH2:25][OH:26])[C:9]1=[O:13])([CH3:4])([CH3:2])[CH3:3]. The catalyst class is: 10. (6) Reactant: [CH3:1][O:2][CH2:3][CH2:4][CH:5]([N:10]1[CH:14]=[CH:13][CH:12]=[N:11]1)[C:6]([O:8]C)=[O:7].[OH-].[K+].Cl. Product: [CH3:1][O:2][CH2:3][CH2:4][CH:5]([N:10]1[CH:14]=[CH:13][CH:12]=[N:11]1)[C:6]([OH:8])=[O:7]. The catalyst class is: 24. (7) Reactant: [NH2:1][C:2]1[C:6]2[CH:7]=[N:8][C:9]3[CH:10]=[C:11]([O:17][CH3:18])[C:12]([O:15][CH3:16])=[CH:13][C:14]=3[C:5]=2[S:4](=O)[C:3]=1[C:20]([O:22][CH3:23])=[O:21].[F:24][C:25]1[CH:33]=[CH:32][CH:31]=[CH:30][C:26]=1[C:27](Cl)=[O:28].CCN(CC)CC. Product: [F:24][C:25]1[CH:33]=[CH:32][CH:31]=[CH:30][C:26]=1[C:27]([NH:1][C:2]1[C:6]2[CH:7]=[N:8][C:9]3[CH:10]=[C:11]([O:17][CH3:18])[C:12]([O:15][CH3:16])=[CH:13][C:14]=3[C:5]=2[S:4][C:3]=1[C:20]([O:22][CH3:23])=[O:21])=[O:28]. The catalyst class is: 2. (8) Reactant: [F:1][C:2]1[CH:3]=[C:4]([CH:9]2[CH2:14][CH:13]([C:15]([O:17]C)=[O:16])[CH2:12][CH2:11][N:10]2[C:19]([O:21][CH3:22])=[O:20])[CH:5]=[CH:6][C:7]=1[F:8].[Br-].[Li+]. Product: [F:1][C:2]1[CH:3]=[C:4]([CH:9]2[CH2:14][CH:13]([C:15]([OH:17])=[O:16])[CH2:12][CH2:11][N:10]2[C:19]([O:21][CH3:22])=[O:20])[CH:5]=[CH:6][C:7]=1[F:8]. The catalyst class is: 20. (9) Reactant: Cl[C:2]1[N:7]=[C:6]([C:8]2[CH:13]=[CH:12][CH:11]=[C:10]([F:14])[N:9]=2)[C:5]([Cl:15])=[CH:4][N:3]=1.[C@H:16]1([NH2:23])[CH2:21][CH2:20][C@H:19]([NH2:22])[CH2:18][CH2:17]1. Product: [Cl:15][C:5]1[C:6]([C:8]2[CH:13]=[CH:12][CH:11]=[C:10]([F:14])[N:9]=2)=[N:7][C:2]([NH:22][C@H:19]2[CH2:20][CH2:21][C@H:16]([NH2:23])[CH2:17][CH2:18]2)=[N:3][CH:4]=1. The catalyst class is: 16. (10) Reactant: [CH:1]1([C:6](Cl)=[O:7])[CH2:5][CH2:4][CH2:3][CH2:2]1.[Al+3].[Cl-:10].[Cl-].[Cl-].[CH:13]([Si](C)(C)C)=[CH2:14]. Product: [Cl:10][CH2:13][CH2:14][C:6]([CH:1]1[CH2:5][CH2:4][CH2:3][CH2:2]1)=[O:7]. The catalyst class is: 2.